Dataset: Full USPTO retrosynthesis dataset with 1.9M reactions from patents (1976-2016). Task: Predict the reactants needed to synthesize the given product. (1) Given the product [CH:1]1[N:5]=[CH:4][N:3]([CH2:6][C:7]([P:9]([O-:12])([OH:11])=[O:10])([P:13]([O-:15])([OH:16])=[O:14])[OH:8])[CH:2]=1.[OH2:17].[OH2:8].[OH2:8].[OH2:8].[Na+:18].[Na+:18], predict the reactants needed to synthesize it. The reactants are: [CH:1]1[N:5]=[CH:4][N:3]([CH2:6][C:7]([P:13]([OH:16])([OH:15])=[O:14])([P:9]([OH:12])([OH:11])=[O:10])[OH:8])[CH:2]=1.[OH-:17].[Na+:18].O. (2) The reactants are: [CH2:1]([N:8]1[CH2:14][CH:13]2[CH:15]([CH:16]=O)[CH:10]([CH2:11][CH2:12]2)[CH2:9]1)[C:2]1[CH:7]=[CH:6][CH:5]=[CH:4][CH:3]=1.C([O-])(=O)C.[Na+].Cl.[NH2:24][OH:25]. Given the product [CH2:1]([N:8]1[CH2:14][CH:13]2[CH:15]([CH:16]=[N:24][OH:25])[CH:10]([CH2:11][CH2:12]2)[CH2:9]1)[C:2]1[CH:7]=[CH:6][CH:5]=[CH:4][CH:3]=1, predict the reactants needed to synthesize it.